From a dataset of Reaction yield outcomes from USPTO patents with 853,638 reactions. Predict the reaction yield, written as a fraction of the theoretical maximum amount of product (1.0 means a 100% yield; for example, 0.34 means a 34% yield). (1) The reactants are Cl[C:2]1[CH:7]=[CH:6][N:5]=[C:4]2[CH:8]=[C:9]([C:11]3[N:12]([CH3:16])[CH:13]=[CH:14][N:15]=3)[S:10][C:3]=12.[F:17][C:18]1[CH:23]=[C:22]([N+:24]([O-:26])=[O:25])[CH:21]=[CH:20][C:19]=1[OH:27].C([O-])([O-])=O.[K+].[K+]. The catalyst is O(C1C=CC=CC=1)C1C=CC=CC=1.C(Cl)Cl. The product is [F:17][C:18]1[CH:23]=[C:22]([N+:24]([O-:26])=[O:25])[CH:21]=[CH:20][C:19]=1[O:27][C:2]1[CH:7]=[CH:6][N:5]=[C:4]2[CH:8]=[C:9]([C:11]3[N:12]([CH3:16])[CH:13]=[CH:14][N:15]=3)[S:10][C:3]=12. The yield is 0.450. (2) The reactants are [N:1]1[CH:6]=[CH:5][CH:4]=[C:3]([NH:7][C:8](=[O:15])OCC(Cl)(Cl)Cl)[CH:2]=1.[Cl:16][C:17]1[C:22]([Cl:23])=[CH:21][CH:20]=[CH:19][C:18]=1[C:24]1[N:25]=[C:26]([N:29]2[CH2:34][CH2:33][NH:32][CH2:31][CH2:30]2)[S:27][CH:28]=1.C(N(C(C)C)CC)(C)C.O. The catalyst is CS(C)=O. The product is [Cl:16][C:17]1[C:22]([Cl:23])=[CH:21][CH:20]=[CH:19][C:18]=1[C:24]1[N:25]=[C:26]([N:29]2[CH2:34][CH2:33][N:32]([C:8]([NH:7][C:3]3[CH:2]=[N:1][CH:6]=[CH:5][CH:4]=3)=[O:15])[CH2:31][CH2:30]2)[S:27][CH:28]=1. The yield is 0.248. (3) The reactants are C[N:2]([CH:4]=[O:5])C.[CH:6]([O:9][C:10]([C:12]1[CH:13]=[CH:14][C:15]2[C:16]3[N:24]=[C:23]([C:25]4[CH:30]=[CH:29][CH:28]=[CH:27][CH:26]=4)[CH:22]=[C:21](C(O)=O)[C:17]=3[NH:18][C:19]=2[CH:20]=1)=[O:11])([CH3:8])[CH3:7].C(Cl)CCl.O.ON1C2C=CC=CC=2N=N1. The catalyst is O. The product is [C:4]([C:21]1[C:17]2[NH:18][C:19]3[CH:20]=[C:12]([C:10]([O:9][CH:6]([CH3:8])[CH3:7])=[O:11])[CH:13]=[CH:14][C:15]=3[C:16]=2[N:24]=[C:23]([C:25]2[CH:30]=[CH:29][CH:28]=[CH:27][CH:26]=2)[CH:22]=1)(=[O:5])[NH2:2]. The yield is 0.900. (4) The reactants are [CH2:1]([O:3][C:4](=[O:26])[CH2:5][C:6]1[CH:11]=[CH:10][C:9]([N+:12]([O-])=O)=[C:8]([O:15][C:16]2[CH:21]=[C:20]([C:22]#[N:23])[CH:19]=[C:18]([Br:24])[CH:17]=2)[C:7]=1[F:25])[CH3:2].[NH4+].[Cl-]. The catalyst is CCO.O.[Fe]. The product is [CH2:1]([O:3][C:4](=[O:26])[CH2:5][C:6]1[CH:11]=[CH:10][C:9]([NH2:12])=[C:8]([O:15][C:16]2[CH:21]=[C:20]([C:22]#[N:23])[CH:19]=[C:18]([Br:24])[CH:17]=2)[C:7]=1[F:25])[CH3:2]. The yield is 0.980. (5) The reactants are [NH2:1][C@H:2]1[CH2:6][CH2:5][N:4]([C:7]2[N:12]=[CH:11][C:10]([N:13]([CH3:33])[C:14](=[O:32])[C:15]([C:18]3[CH:23]=[C:22]([C:24]([F:27])([F:26])[F:25])[CH:21]=[C:20]([C:28]([F:31])([F:30])[F:29])[CH:19]=3)([CH3:17])[CH3:16])=[C:9]([C:34]3[CH:39]=[CH:38][C:37]([F:40])=[CH:36][C:35]=3[CH3:41])[CH:8]=2)[CH2:3]1.C(N(CC)C(C)C)(C)C.[CH3:51][S:52](Cl)(=[O:54])=[O:53]. The catalyst is ClCCl.CN(C1C=CN=CC=1)C. The product is [F:27][C:24]([F:25])([F:26])[C:22]1[CH:23]=[C:18]([C:15]([CH3:16])([CH3:17])[C:14]([N:13]([C:10]2[CH:11]=[N:12][C:7]([N:4]3[CH2:5][CH2:6][C@H:2]([NH:1][S:52]([CH3:51])(=[O:54])=[O:53])[CH2:3]3)=[CH:8][C:9]=2[C:34]2[CH:39]=[CH:38][C:37]([F:40])=[CH:36][C:35]=2[CH3:41])[CH3:33])=[O:32])[CH:19]=[C:20]([C:28]([F:29])([F:30])[F:31])[CH:21]=1. The yield is 0.810. (6) The yield is 0.590. The product is [Cl:1][C:2]1[CH:3]=[C:4]([C:5]2[N:6]=[C:21]([CH:22]([CH3:38])[CH2:23][C:24]3[N:28]([CH:29]4[CH2:31][CH2:30]4)[C:27]([C:32]4[CH:33]=[CH:34][N:35]=[CH:36][CH:37]=4)=[N:26][N:25]=3)[O:8][N:7]=2)[CH:9]=[CH:10][CH:11]=1. The catalyst is C(O)CC. The reactants are [Cl:1][C:2]1[CH:3]=[C:4]([CH:9]=[CH:10][CH:11]=1)[C:5]([NH:7][OH:8])=[NH:6].CC(C)([O-])C.[K+].C(O[C:21](=O)[CH:22]([CH3:38])[CH2:23][C:24]1[N:28]([CH:29]2[CH2:31][CH2:30]2)[C:27]([C:32]2[CH:37]=[CH:36][N:35]=[CH:34][CH:33]=2)=[N:26][N:25]=1)C. (7) The reactants are [Cl:1][C:2]1[S:10][C:9]2[S:8](=[O:12])(=[O:11])[NH:7][CH2:6][C:5](=[O:13])[C:4]=2[CH:3]=1.[CH:14]1[C:23]2[C:18](=[CH:19][CH:20]=[CH:21][CH:22]=2)[CH:17]=[CH:16][C:15]=1[Mg]Br. The catalyst is C1COCC1. The product is [Cl:1][C:2]1[S:10][C:9]2[S:8](=[O:11])(=[O:12])[NH:7][CH2:6][C:5]([C:16]3[CH:15]=[CH:14][C:23]4[C:18](=[CH:19][CH:20]=[CH:21][CH:22]=4)[CH:17]=3)([OH:13])[C:4]=2[CH:3]=1. The yield is 0.180. (8) The reactants are [CH2:1]([C:4]1[C:13]([OH:14])=[C:12]2[C:7]([CH:8]=[CH:9][CH:10]=[N:11]2)=[C:6]([F:15])[CH:5]=1)[CH:2]=[CH2:3].[H][H]. The catalyst is [Pd].CO. The product is [F:15][C:6]1[CH:5]=[C:4]([CH2:1][CH2:2][CH3:3])[C:13]([OH:14])=[C:12]2[C:7]=1[CH:8]=[CH:9][CH:10]=[N:11]2. The yield is 0.960. (9) The reactants are S1[CH2:6][CH:5](O)[S:4][CH2:3][CH:2]1O.[O:9]1[CH2:13][CH2:12][CH2:11][CH2:10]1.[CH2:14]1[CH2:24]CN2C(=NCCC2)C[CH2:15]1.Cl. The catalyst is ClCCCl. The product is [C:13]([C:2]1[CH:6]=[CH:5][S:4][CH:3]=1)(=[O:9])[C:12]1[CH:24]=[CH:14][CH:15]=[CH:10][CH:11]=1. The yield is 0.800. (10) The reactants are [C:1]([OH:4])(=[O:3])[CH3:2].[OH:5][C@H:6]1[CH2:30][CH2:29][C@@:28]2([CH3:31])[C@H:8]([CH2:9][CH2:10][C@@H:11]3[C:27]2=[CH:26][CH2:25][C@@:24]2([CH3:32])[C@H:12]3[CH2:13][CH2:14][C@@H:15]2[C@H:16]([CH3:23])[CH2:17][CH2:18][C:19]([O:21][CH3:22])=[O:20])[CH2:7]1. The catalyst is CC(O)=O. The product is [C:1]([OH:4])(=[O:3])[CH3:2].[OH:5][C@H:6]1[CH2:30][CH2:29][C@@:28]2([CH3:31])[C@H:8]([CH2:9][CH2:10][C@@H:11]3[C:27]2=[CH:26][C:25](=[O:3])[C@@:24]2([CH3:32])[C@H:12]3[CH2:13][CH2:14][C@@H:15]2[C@H:16]([CH3:23])[CH2:17][CH2:18][C:19]([O:21][CH3:22])=[O:20])[CH2:7]1. The yield is 0.605.